The task is: Binary Classification. Given a drug SMILES string, predict its activity (active/inactive) in a high-throughput screening assay against a specified biological target.. This data is from HIV replication inhibition screening data with 41,000+ compounds from the AIDS Antiviral Screen. The molecule is Cc1ccccc1-n1c(=O)c2ncn(C3CCCO3)c2n(-c2ccccc2C)c1=S. The result is 0 (inactive).